From a dataset of Forward reaction prediction with 1.9M reactions from USPTO patents (1976-2016). Predict the product of the given reaction. (1) Given the reactants [NH2:1][C:2]1[CH:7]=[CH:6][C:5]([C:8]2[C:16]3[C:11](=[N:12][CH:13]=[N:14][C:15]=3[NH2:17])[N:10]([C@H:18]3[CH2:23][CH2:22][C@H:21]([N:24]4[CH2:29][CH2:28][N:27]([CH3:30])[CH2:26][CH2:25]4)[CH2:20][CH2:19]3)[N:9]=2)=[CH:4][C:3]=1[O:31][CH3:32].[CH3:33][C:34]([CH3:45])([CH2:38][C:39]1[CH:44]=[CH:43][CH:42]=[CH:41][CH:40]=1)[C:35](Cl)=[O:36], predict the reaction product. The product is: [NH2:17][C:15]1[N:14]=[CH:13][N:12]=[C:11]2[N:10]([C@H:18]3[CH2:23][CH2:22][C@H:21]([N:24]4[CH2:25][CH2:26][N:27]([CH3:30])[CH2:28][CH2:29]4)[CH2:20][CH2:19]3)[N:9]=[C:8]([C:5]3[CH:6]=[CH:7][C:2]([NH:1][C:35](=[O:36])[C:34]([CH3:33])([CH3:45])[CH2:38][C:39]4[CH:44]=[CH:43][CH:42]=[CH:41][CH:40]=4)=[C:3]([O:31][CH3:32])[CH:4]=3)[C:16]=12. (2) Given the reactants [Cl:1][C:2]1[CH:9]=[CH:8][C:5]([CH2:6][NH2:7])=[CH:4][CH:3]=1.[F:10][C:11]([F:37])([F:36])[C:12]1[CH:17]=[CH:16][C:15]([C:18]2[C:19]([C:24]([NH:26][C:27]3[CH:28]=[C:29]([C:33](O)=[O:34])[N:30]([CH3:32])[CH:31]=3)=[O:25])=[CH:20][CH:21]=[CH:22][CH:23]=2)=[CH:14][CH:13]=1.CN(C(ON1N=NC2C=CC=CC1=2)=[N+](C)C)C.[B-](F)(F)(F)F.C(N(C(C)C)C(C)C)C.ClCl, predict the reaction product. The product is: [Cl:1][C:2]1[CH:9]=[CH:8][C:5]([CH2:6][NH:7][C:33]([C:29]2[N:30]([CH3:32])[CH:31]=[C:27]([NH:26][C:24]([C:19]3[C:18]([C:15]4[CH:14]=[CH:13][C:12]([C:11]([F:37])([F:10])[F:36])=[CH:17][CH:16]=4)=[CH:23][CH:22]=[CH:21][CH:20]=3)=[O:25])[CH:28]=2)=[O:34])=[CH:4][CH:3]=1. (3) Given the reactants C([N:20]1[CH:24]=[C:23]([C:25]2[C:26]([NH2:32])=[N:27][C:28]([NH2:31])=[CH:29][CH:30]=2)[CH:22]=[N:21]1)(C1C=CC=CC=1)(C1C=CC=CC=1)C1C=CC=CC=1.FC(F)(F)C(O)=O, predict the reaction product. The product is: [NH:20]1[CH:24]=[C:23]([C:25]2[C:26]([NH2:32])=[N:27][C:28]([NH2:31])=[CH:29][CH:30]=2)[CH:22]=[N:21]1.